Dataset: Full USPTO retrosynthesis dataset with 1.9M reactions from patents (1976-2016). Task: Predict the reactants needed to synthesize the given product. (1) The reactants are: [C:1]1([S:7]([N:10]2[C:14]3=[N:15][CH:16]=[C:17]([C:19]4[CH:20]=[CH:21][C:22]5[O:26][CH2:25][CH2:24][C:23]=5[CH:27]=4)[CH:18]=[C:13]3[C:12]([C:28]3[CH:29]=[N:30][N:31](C(C4C=CC=CC=4)(C4C=CC=CC=4)C4C=CC=CC=4)[CH:32]=3)=[CH:11]2)(=[O:9])=[O:8])[CH:6]=[CH:5][CH:4]=[CH:3][CH:2]=1.C([SiH](C(C)C)C(C)C)(C)C.C(O)(C(F)(F)F)=O. Given the product [C:1]1([S:7]([N:10]2[C:14]3=[N:15][CH:16]=[C:17]([C:19]4[CH:20]=[CH:21][C:22]5[O:26][CH2:25][CH2:24][C:23]=5[CH:27]=4)[CH:18]=[C:13]3[C:12]([C:28]3[CH:29]=[N:30][NH:31][CH:32]=3)=[CH:11]2)(=[O:8])=[O:9])[CH:2]=[CH:3][CH:4]=[CH:5][CH:6]=1, predict the reactants needed to synthesize it. (2) Given the product [ClH:18].[C:1]([C:5]1[CH:10]=[C:9]([C:11]2[CH:16]=[CH:15][C:14]([F:17])=[C:13]([Cl:18])[CH:12]=2)[C:8]([OH:19])=[C:7]([CH2:20][NH:26][C:22]([CH3:25])([CH3:24])[CH3:23])[CH:6]=1)([CH3:4])([CH3:3])[CH3:2], predict the reactants needed to synthesize it. The reactants are: [C:1]([C:5]1[CH:6]=[C:7]([CH:20]=O)[C:8]([OH:19])=[C:9]([C:11]2[CH:16]=[CH:15][C:14]([F:17])=[C:13]([Cl:18])[CH:12]=2)[CH:10]=1)([CH3:4])([CH3:3])[CH3:2].[C:22]([NH2:26])([CH3:25])([CH3:24])[CH3:23]. (3) Given the product [O:27]1[C:23]2[CH:22]=[CH:21][C:20]([C:18](=[O:19])[CH2:17][CH2:16][C:15]([NH:14][C:4]3[CH:3]=[C:2]([C:63]4[CH:64]=[CH:65][CH:66]=[CH:67][C:62]=4[OH:61])[CH:7]=[C:6]([C:8]4[CH:13]=[CH:12][CH:11]=[CH:10][CH:9]=4)[N:5]=3)=[O:29])=[CH:28][C:24]=2[CH2:25][CH2:26]1, predict the reactants needed to synthesize it. The reactants are: Cl[C:2]1[CH:7]=[C:6]([C:8]2[CH:13]=[CH:12][CH:11]=[CH:10][CH:9]=2)[N:5]=[C:4]([NH:14][C:15](=[O:29])[CH2:16][CH2:17][C:18]([C:20]2[CH:21]=[CH:22][C:23]3[O:27][CH2:26][CH2:25][C:24]=3[CH:28]=2)=[O:19])[CH:3]=1.C1(C2C=CC=CC=2)C=CC=CC=1P(C1CCCCC1)C1CCCCC1.C(=O)([O-])[O-].[K+].[K+].[OH:61][C:62]1[CH:67]=[CH:66][CH:65]=[CH:64][C:63]=1B(O)O.